Dataset: Forward reaction prediction with 1.9M reactions from USPTO patents (1976-2016). Task: Predict the product of the given reaction. Given the reactants [CH3:1][N:2]([C:12]1[CH:17]=[CH:16][C:15]([NH:18][CH2:19][C:20]2[CH:25]=[CH:24][N:23]=[CH:22][CH:21]=2)=[C:14]([N+:26]([O-])=O)[CH:13]=1)[S:3]([C:6]1[CH:11]=[CH:10][CH:9]=[CH:8][CH:7]=1)(=[O:5])=[O:4], predict the reaction product. The product is: [NH2:26][C:14]1[CH:13]=[C:12]([N:2]([CH3:1])[S:3]([C:6]2[CH:7]=[CH:8][CH:9]=[CH:10][CH:11]=2)(=[O:5])=[O:4])[CH:17]=[CH:16][C:15]=1[NH:18][CH2:19][C:20]1[CH:25]=[CH:24][N:23]=[CH:22][CH:21]=1.